Dataset: Full USPTO retrosynthesis dataset with 1.9M reactions from patents (1976-2016). Task: Predict the reactants needed to synthesize the given product. (1) Given the product [F:1][C:2]1[CH:10]=[CH:9][C:8]2[N:7]([C:19]3[N:24]=[C:23]([N:25]4[CH:30]=[CH:29][CH:28]=[CH:27][C:26]4=[O:31])[CH:22]=[CH:21][CH:20]=3)[C:6]3[CH:11]4[CH2:12][CH2:13][N:14]([CH2:15][C:5]=3[C:4]=2[CH:3]=1)[CH2:16][CH2:17]4, predict the reactants needed to synthesize it. The reactants are: [F:1][C:2]1[CH:10]=[CH:9][C:8]2[NH:7][C:6]3[CH:11]4[CH2:17][CH2:16][N:14]([CH2:15][C:5]=3[C:4]=2[CH:3]=1)[CH2:13][CH2:12]4.Br[C:19]1[N:24]=[C:23]([N:25]2[CH:30]=[CH:29][CH:28]=[CH:27][C:26]2=[O:31])[CH:22]=[CH:21][CH:20]=1.CC(C)([O-])C.[Na+]. (2) Given the product [NH2:22][S:21]([C:13]1[CH:14]=[C:15]([CH:19]=[CH:20][C:12]=1[Cl:11])[C:16]([NH:10][C@@H:8]([C:4]1[CH:5]=[CH:6][CH:7]=[C:2]([Cl:1])[CH:3]=1)[CH3:9])=[O:17])(=[O:24])=[O:23], predict the reactants needed to synthesize it. The reactants are: [Cl:1][C:2]1[CH:3]=[C:4]([C@H:8]([NH2:10])[CH3:9])[CH:5]=[CH:6][CH:7]=1.[Cl:11][C:12]1[CH:20]=[CH:19][C:15]([C:16](O)=[O:17])=[CH:14][C:13]=1[S:21](=[O:24])(=[O:23])[NH2:22].CCN=C=NCCCN(C)C.C1C=CC2N(O)N=NC=2C=1.